Dataset: Reaction yield outcomes from USPTO patents with 853,638 reactions. Task: Predict the reaction yield, written as a fraction of the theoretical maximum amount of product (1.0 means a 100% yield; for example, 0.34 means a 34% yield). (1) The catalyst is O1CCCC1.ClCCl. The reactants are [F:1][CH:2]([F:10])[C:3]1[O:7][C:6]([CH2:8]O)=[CH:5][CH:4]=1.C1(P(C2C=CC=CC=2)C2C=CC=CC=2)C=CC=CC=1.CCOC(/N=N/C(OCC)=O)=O.C1(P([N:56]=[N+:57]=[N-:58])(C2C=CC=CC=2)=O)C=CC=CC=1. The product is [N:56]([CH2:8][C:6]1[O:7][C:3]([CH:2]([F:10])[F:1])=[CH:4][CH:5]=1)=[N+:57]=[N-:58]. The yield is 0.770. (2) The reactants are [CH2:1]([N:3]([CH2:20][CH3:21])[C:4]([C:6]1[CH:11]=[CH:10][C:9]([C:12]2[CH:17]=[CH:16][CH:15]=[CH:14][C:13]=2[O:18]C)=[CH:8][CH:7]=1)=[O:5])[CH3:2].B(Br)(Br)Br. The catalyst is ClCCl. The product is [CH2:20]([N:3]([CH2:1][CH3:2])[C:4]([C:6]1[CH:11]=[CH:10][C:9]([C:12]2[CH:17]=[CH:16][CH:15]=[CH:14][C:13]=2[OH:18])=[CH:8][CH:7]=1)=[O:5])[CH3:21]. The yield is 0.970.